Task: Predict the reactants needed to synthesize the given product.. Dataset: Full USPTO retrosynthesis dataset with 1.9M reactions from patents (1976-2016) (1) The reactants are: [NH2:1][C:2]1[N:7]=[C:6]2[N:8]([CH2:20][CH3:21])[C:9]([C:11]([N:13]([CH:17]3[CH2:19][CH2:18]3)[CH:14]3[CH2:16][CH2:15]3)=[O:12])=[CH:10][C:5]2=[C:4]2[N:22]([CH3:25])[CH:23]=[N:24][C:3]=12.Cl[C:27]1[S:28][C:29]([C:32]#[N:33])=[CH:30][N:31]=1.C1C=CC(P(C2C(C3C(P(C4C=CC=CC=4)C4C=CC=CC=4)=CC=C4C=3C=CC=C4)=C3C(C=CC=C3)=CC=2)C2C=CC=CC=2)=CC=1.CC(C)([O-])C.[Na+]. Given the product [C:32]([C:29]1[S:28][C:27]([NH:1][C:2]2[N:7]=[C:6]3[N:8]([CH2:20][CH3:21])[C:9]([C:11]([N:13]([CH:17]4[CH2:19][CH2:18]4)[CH:14]4[CH2:16][CH2:15]4)=[O:12])=[CH:10][C:5]3=[C:4]3[N:22]([CH3:25])[CH:23]=[N:24][C:3]=23)=[N:31][CH:30]=1)#[N:33], predict the reactants needed to synthesize it. (2) Given the product [CH2:7]([N:14]1[CH2:20][CH2:19][CH2:18][O:17][CH:16]([CH2:21][C:22]2[CH:23]=[CH:24][C:25]([F:28])=[CH:26][CH:27]=2)[CH2:15]1)[C:8]1[CH:9]=[CH:10][CH:11]=[CH:12][CH:13]=1, predict the reactants needed to synthesize it. The reactants are: [H-].[Al+3].[Li+].[H-].[H-].[H-].[CH2:7]([N:14]1[CH2:20][CH2:19][CH2:18][O:17][CH:16]([CH2:21][C:22]2[CH:27]=[CH:26][C:25]([F:28])=[CH:24][CH:23]=2)[C:15]1=O)[C:8]1[CH:13]=[CH:12][CH:11]=[CH:10][CH:9]=1. (3) Given the product [CH3:8][C:7]1[N:6]([CH2:9][C:10]([F:13])([F:12])[F:11])[C:5](=[O:14])[CH:4]=[CH:3][C:2]=1[C:17]1[CH:18]=[C:19]([F:23])[CH:20]=[C:21]([F:22])[C:16]=1[F:15], predict the reactants needed to synthesize it. The reactants are: Br[C:2]1[CH:3]=[CH:4][C:5](=[O:14])[N:6]([CH2:9][C:10]([F:13])([F:12])[F:11])[C:7]=1[CH3:8].[F:15][C:16]1[C:21]([F:22])=[CH:20][C:19]([F:23])=[CH:18][C:17]=1B(O)O.[F-].[Cs+].